From a dataset of Forward reaction prediction with 1.9M reactions from USPTO patents (1976-2016). Predict the product of the given reaction. (1) Given the reactants [CH:1]1([S:4]([NH:7][C:8](=[O:14])[O:9][C:10]([CH3:13])([CH3:12])[CH3:11])(=[O:6])=[O:5])[CH2:3][CH2:2]1.C([Li])CCC.Br[CH2:21][CH2:22][CH2:23][CH2:24][CH2:25][CH:26]=[CH2:27], predict the reaction product. The product is: [CH2:27]([C:1]1([S:4]([NH:7][C:8](=[O:14])[O:9][C:10]([CH3:11])([CH3:13])[CH3:12])(=[O:6])=[O:5])[CH2:2][CH2:3]1)[CH2:26][CH2:25][CH2:24][CH2:23][CH:22]=[CH2:21]. (2) Given the reactants [CH2:1]([O:8][C:9]1[CH:10]=[C:11](Br)[CH:12]=[CH:13][CH:14]=1)[C:2]1[CH:7]=[CH:6][CH:5]=[CH:4][CH:3]=1.[CH3:16][O:17][C:18](=[O:29])[CH2:19][CH2:20][C:21]1[CH:26]=[CH:25][C:24]([OH:27])=[CH:23][C:22]=1[CH3:28].CC(C)(C(=O)CC(=O)C(C)(C)C)C, predict the reaction product. The product is: [CH3:16][O:17][C:18](=[O:29])[CH2:19][CH2:20][C:21]1[CH:26]=[CH:25][C:24]([O:27][C:11]2[CH:12]=[CH:13][CH:14]=[C:9]([O:8][CH2:1][C:2]3[CH:7]=[CH:6][CH:5]=[CH:4][CH:3]=3)[CH:10]=2)=[CH:23][C:22]=1[CH3:28].